This data is from Full USPTO retrosynthesis dataset with 1.9M reactions from patents (1976-2016). The task is: Predict the reactants needed to synthesize the given product. Given the product [Cl:19][C:20]1[CH:21]=[C:22]2[C:26](=[CH:27][CH:28]=1)[NH:25][CH:24]=[C:23]2[CH2:29][CH2:30][NH:31][C:10](=[O:12])[C:9]1[CH:8]=[CH:7][C:6]([O:5][C:4]2[CH:15]=[CH:16][CH:17]=[C:2]([F:1])[CH:3]=2)=[CH:14][CH:13]=1, predict the reactants needed to synthesize it. The reactants are: [F:1][C:2]1[CH:3]=[C:4]([CH:15]=[CH:16][CH:17]=1)[O:5][C:6]1[CH:14]=[CH:13][C:9]([C:10]([OH:12])=O)=[CH:8][CH:7]=1.Cl.[Cl:19][C:20]1[CH:21]=[C:22]2[C:26](=[CH:27][CH:28]=1)[NH:25][CH:24]=[C:23]2[CH2:29][CH2:30][NH2:31].CN(C(ON1N=NC2C=CC=NC1=2)=[N+](C)C)C.F[P-](F)(F)(F)(F)F.C(N(CC)C(C)C)(C)C.